Dataset: Reaction yield outcomes from USPTO patents with 853,638 reactions. Task: Predict the reaction yield, written as a fraction of the theoretical maximum amount of product (1.0 means a 100% yield; for example, 0.34 means a 34% yield). The reactants are CC(O)(C)C.Br[CH2:7][C:8]1[CH:13]=[CH:12][CH:11]=[CH:10][N:9]=1.[C:14]([C:16]1[CH:21]=[CH:20][C:19]([CH3:22])=[CH:18][CH:17]=1)#[CH:15].[N-:23]=[N+:24]=[N-:25].[Na+]. The catalyst is O.[O-]S([O-])(=O)=O.[Cu+2]. The product is [C:19]1([CH3:22])[CH:20]=[CH:21][C:16]([C:14]2[N:23]=[N:24][N:25]([CH2:7][C:8]3[CH:13]=[CH:12][CH:11]=[CH:10][N:9]=3)[CH:15]=2)=[CH:17][CH:18]=1. The yield is 0.350.